From a dataset of Catalyst prediction with 721,799 reactions and 888 catalyst types from USPTO. Predict which catalyst facilitates the given reaction. (1) Reactant: [CH3:1][N:2]([CH3:9])[CH:3]1[CH2:8][CH2:7][NH:6][CH2:5][CH2:4]1.[Br:10][C:11]1[N:12]=[N:13][C:14](Br)=[CH:15][CH:16]=1.C(N(CC)CC)C. Product: [Br:10][C:11]1[N:12]=[N:13][C:14]([N:6]2[CH2:7][CH2:8][CH:3]([N:2]([CH3:9])[CH3:1])[CH2:4][CH2:5]2)=[CH:15][CH:16]=1. The catalyst class is: 1. (2) Reactant: [Br:1][C:2]1[CH:7]=[CH:6][C:5]([NH2:8])=[C:4]([C:9]([F:12])([F:11])[F:10])[CH:3]=1.C(N(CC)CC)C.[CH2:20]([O:22][C:23](=[O:27])[C:24](Cl)=[O:25])[CH3:21]. Product: [CH2:20]([O:22][C:23](=[O:27])[C:24]([NH:8][C:5]1[CH:6]=[CH:7][C:2]([Br:1])=[CH:3][C:4]=1[C:9]([F:10])([F:11])[F:12])=[O:25])[CH3:21]. The catalyst class is: 1. (3) Reactant: [O:1]1[CH2:6][CH2:5][CH:4]([C:7]2[N:8]=[C:9]([CH:12]3[CH2:17][CH2:16][N:15]([C:18]([O:20][C:21]([CH3:24])([CH3:23])[CH3:22])=[O:19])[CH2:14][CH2:13]3)[NH:10][CH:11]=2)[CH2:3][CH2:2]1.[OH-].[K+].[I-].[Na+].[Cl-].Cl[CH2:31][CH2:32][NH+:33]1[CH2:37][CH2:36][CH2:35][CH2:34]1. Product: [O:1]1[CH2:6][CH2:5][CH:4]([C:7]2[N:8]=[C:9]([CH:12]3[CH2:13][CH2:14][N:15]([C:18]([O:20][C:21]([CH3:24])([CH3:23])[CH3:22])=[O:19])[CH2:16][CH2:17]3)[N:10]([CH2:31][CH2:32][N:33]3[CH2:37][CH2:36][CH2:35][CH2:34]3)[CH:11]=2)[CH2:3][CH2:2]1. The catalyst class is: 16. (4) Reactant: [C:1]([CH2:3][C:4]1[C:12]2[C:7](=[CH:8][CH:9]=[CH:10][CH:11]=2)[N:6]([CH2:13][C@@H:14]([NH:16][S:17]([C:20]2[C:25]([N+:26]([O-])=O)=[CH:24][C:23]([CH3:29])=[CH:22][C:21]=2[CH3:30])(=[O:19])=[O:18])[CH3:15])[CH:5]=1)#[N:2].Cl. Product: [NH2:26][C:25]1[CH:24]=[C:23]([CH3:29])[CH:22]=[C:21]([CH3:30])[C:20]=1[S:17]([NH:16][C@@H:14]([CH3:15])[CH2:13][N:6]1[C:7]2[C:12](=[CH:11][CH:10]=[CH:9][CH:8]=2)[C:4]([CH2:3][C:1]#[N:2])=[CH:5]1)(=[O:19])=[O:18]. The catalyst class is: 284.